This data is from Forward reaction prediction with 1.9M reactions from USPTO patents (1976-2016). The task is: Predict the product of the given reaction. (1) The product is: [OH:1][CH:2]([C:3]1[O:4][CH:5]=[CH:6][C:7](=[O:17])[C:8]=1[O:9][CH2:10][C:11]1[CH:12]=[CH:13][CH:14]=[CH:15][CH:16]=1)[CH3:20]. Given the reactants [OH:1][CH2:2][C:3]1[O:4][C:5](C)=[CH:6][C:7](=[O:17])[C:8]=1[O:9][CH2:10][C:11]1[CH:16]=[CH:15][CH:14]=[CH:13][CH:12]=1.O[CH:20](C1OC=CC(=O)C=1O)C.C(Br)C1C=CC=CC=1, predict the reaction product. (2) Given the reactants Br[C:2]1[C:7]([N+:8]([O-:10])=[O:9])=[CH:6][CH:5]=[CH:4][C:3]=1[F:11].[O:12]1[CH2:17][CH2:16]O[CH2:14][CH2:13]1.C([Sn](CCCC)(CCCC)C(OCC)=C)CCC.[F-].[K+], predict the reaction product. The product is: [CH2:17]([O:12][C:13]([C:2]1[C:7]([N+:8]([O-:10])=[O:9])=[CH:6][CH:5]=[CH:4][C:3]=1[F:11])=[CH2:14])[CH3:16]. (3) Given the reactants [F:1][C:2]1[CH:3]=[C:4]([CH:8]=[C:9]([F:13])[C:10]=1[O:11][CH3:12])[C:5](O)=[O:6].C(Cl)(=O)C([Cl:17])=O, predict the reaction product. The product is: [F:1][C:2]1[CH:3]=[C:4]([CH:8]=[C:9]([F:13])[C:10]=1[O:11][CH3:12])[C:5]([Cl:17])=[O:6]. (4) The product is: [NH2:6][C:8]1[C:9]2[C:16]([I:17])=[CH:15][N:14]([CH:18]3[CH2:21][N:20]([C:22]([O:24][C:25]([CH3:28])([CH3:27])[CH3:26])=[O:23])[CH2:19]3)[C:10]=2[N:11]=[CH:12][N:13]=1. Given the reactants O1CCCC1.[NH3:6].Cl[C:8]1[C:9]2[C:16]([I:17])=[CH:15][N:14]([CH:18]3[CH2:21][N:20]([C:22]([O:24][C:25]([CH3:28])([CH3:27])[CH3:26])=[O:23])[CH2:19]3)[C:10]=2[N:11]=[CH:12][N:13]=1.C(Cl)(Cl)Cl, predict the reaction product. (5) Given the reactants [NH2:1][C@@H:2]([CH3:5])[CH2:3][OH:4].[Cl:6][C:7]1[CH:12]=[C:11]([NH:13][C:14]2[C:23]3[C:18](=[CH:19][CH:20]=[CH:21][C:22]=3F)[N:17]=[CH:16][N:15]=2)[CH:10]=[CH:9][C:8]=1[OH:25], predict the reaction product. The product is: [NH2:1][C@@H:2]([CH3:5])[CH2:3][O:4][C:22]1[CH:21]=[CH:20][CH:19]=[C:18]2[C:23]=1[C:14]([NH:13][C:11]1[CH:10]=[CH:9][C:8]([OH:25])=[C:7]([Cl:6])[CH:12]=1)=[N:15][CH:16]=[N:17]2. (6) Given the reactants [CH3:1][O:2][C:3]([C:5]1([C:8]2[CH:13]=[CH:12][C:11]([OH:14])=[C:10]([NH2:15])[CH:9]=2)[CH2:7][CH2:6]1)=[O:4].[CH:16](OC)(OC)OC.O.C1(C)C=CC(S(O)(=O)=O)=CC=1, predict the reaction product. The product is: [CH3:1][O:2][C:3]([C:5]1([C:8]2[CH:13]=[CH:12][C:11]3[O:14][CH:16]=[N:15][C:10]=3[CH:9]=2)[CH2:7][CH2:6]1)=[O:4]. (7) Given the reactants I[C:2]1[C:3]([NH2:13])=[N:4][CH:5]=[C:6]([C:8]2[N:9]=[N:10][NH:11][N:12]=2)[CH:7]=1.CC1(C)C(C)(C)OB([C:22]2[S:26][C:25]3[CH:27]=[CH:28][C:29]([NH2:31])=[CH:30][C:24]=3[CH:23]=2)O1.C1(P(C2C=CC=CC=2)C2C=CC=CC=2)C=CC=CC=1.C(=O)([O-])[O-].[Na+].[Na+], predict the reaction product. The product is: [NH2:31][C:29]1[CH:28]=[CH:27][C:25]2[S:26][C:22]([C:2]3[C:3]([NH2:13])=[N:4][CH:5]=[C:6]([C:8]4[N:9]=[N:10][NH:11][N:12]=4)[CH:7]=3)=[CH:23][C:24]=2[CH:30]=1. (8) The product is: [Cl:24][C:20]1[CH:19]=[C:18]([NH:17][C:16]([N:13]2[CH2:14][CH2:15][C:10]3[NH:9][N:8]=[C:7]([C:32]4[CH:33]=[N:28][CH:29]=[N:30][CH:31]=4)[C:11]=3[CH2:12]2)=[O:25])[CH:23]=[CH:22][CH:21]=1. Given the reactants FC(F)(F)S(O[C:7]1[C:11]2[CH2:12][N:13]([C:16](=[O:25])[NH:17][C:18]3[CH:23]=[CH:22][CH:21]=[C:20]([Cl:24])[CH:19]=3)[CH2:14][CH2:15][C:10]=2[NH:9][N:8]=1)(=O)=O.[N:28]1[CH:33]=[C:32](B(O)O)[CH:31]=[N:30][CH:29]=1.[O-]P([O-])([O-])=O.[K+].[K+].[K+].O, predict the reaction product. (9) The product is: [CH3:1][S:2][C:3]1[CH:10]=[CH:9][C:6]([C:7]2[NH:13][CH2:12][CH2:11][N:14]=2)=[CH:5][CH:4]=1. Given the reactants [CH3:1][S:2][C:3]1[CH:10]=[CH:9][C:6]([CH:7]=O)=[CH:5][CH:4]=1.[CH2:11]([NH2:14])[CH2:12][NH2:13].C([O-])([O-])=O.[K+].[K+].II, predict the reaction product.